This data is from Forward reaction prediction with 1.9M reactions from USPTO patents (1976-2016). The task is: Predict the product of the given reaction. The product is: [CH3:23][C:15]1[C:16]([C:17]2[NH:21][C:20]([CH3:22])=[N:19][N:18]=2)=[C:12]([NH:11][C:9](=[O:10])[CH2:8][C:5]2[CH:6]=[CH:7][C:2]([C:27]3[CH:28]=[CH:29][N:24]=[CH:25][CH:26]=3)=[CH:3][CH:4]=2)[S:13][CH:14]=1. Given the reactants I[C:2]1[CH:7]=[CH:6][C:5]([CH2:8][C:9]([NH:11][C:12]2[S:13][CH:14]=[C:15]([CH3:23])[C:16]=2[C:17]2[NH:21][C:20]([CH3:22])=[N:19][N:18]=2)=[O:10])=[CH:4][CH:3]=1.[N:24]1[CH:29]=[CH:28][C:27](B(O)O)=[CH:26][CH:25]=1.C(=O)(O)[O-].[Na+].COCCOC, predict the reaction product.